This data is from Forward reaction prediction with 1.9M reactions from USPTO patents (1976-2016). The task is: Predict the product of the given reaction. (1) The product is: [CH2:20]([N:4]([CH2:3][C:2]([F:17])([F:18])[F:1])[C:5]1[CH:12]=[CH:11][C:8]([C:9]#[N:10])=[C:7]([C:13]([F:16])([F:14])[F:15])[CH:6]=1)[CH2:21][CH3:22]. Given the reactants [F:1][C:2]([F:18])([F:17])[CH2:3][NH:4][C:5]1[CH:12]=[CH:11][C:8]([C:9]#[N:10])=[C:7]([C:13]([F:16])([F:15])[F:14])[CH:6]=1.I[CH2:20][CH2:21][CH3:22], predict the reaction product. (2) Given the reactants [Cl:1][C:2]1[C:10]([F:11])=[C:9]2[C:5]([CH2:6][C:7](=[O:12])[NH:8]2)=[CH:4][CH:3]=1.[Cl:13][C:14]1[C:15]([F:22])=[C:16]([CH:19]=[CH:20][CH:21]=1)[CH:17]=O.N1CCCCC1, predict the reaction product. The product is: [Cl:1][C:2]1[C:10]([F:11])=[C:9]2[C:5](/[C:6](=[CH:17]/[C:16]3[CH:19]=[CH:20][CH:21]=[C:14]([Cl:13])[C:15]=3[F:22])/[C:7](=[O:12])[NH:8]2)=[CH:4][CH:3]=1. (3) Given the reactants [CH3:1][O:2][C:3]1[C:8]2[N:9]=[C:10]([NH2:12])[S:11][C:7]=2C(N)=[CH:5][CH:4]=1.C(=O)([O-])[O-].[K+].[K+].IC.[CH3:22][N:23]([CH:25]=O)[CH3:24], predict the reaction product. The product is: [CH3:1][O:2][C:3]1[C:8]2[N:9]=[C:10]([NH2:12])[S:11][C:7]=2[C:25]([N:23]([CH3:22])[CH3:24])=[CH:5][CH:4]=1. (4) Given the reactants [F:1][C:2]1[CH:3]=[C:4]([NH:11][CH:12]2[CH2:17][CH2:16][N:15]([CH3:18])[CH2:14][CH2:13]2)[CH:5]=[CH:6][C:7]=1[N+:8]([O-])=O, predict the reaction product. The product is: [F:1][C:2]1[CH:3]=[C:4]([NH:11][CH:12]2[CH2:17][CH2:16][N:15]([CH3:18])[CH2:14][CH2:13]2)[CH:5]=[CH:6][C:7]=1[NH2:8]. (5) The product is: [CH3:11][N:7]1[C:8]2[C:4](=[CH:3][C:2]([B:13]3[O:17][C:16]([CH3:19])([CH3:18])[C:15]([CH3:21])([CH3:20])[O:14]3)=[CH:10][CH:9]=2)[CH2:5][C:6]1=[O:12]. Given the reactants Br[C:2]1[CH:3]=[C:4]2[C:8](=[CH:9][CH:10]=1)[N:7]([CH3:11])[C:6](=[O:12])[CH2:5]2.[B:13]1([B:13]2[O:17][C:16]([CH3:19])([CH3:18])[C:15]([CH3:21])([CH3:20])[O:14]2)[O:17][C:16]([CH3:19])([CH3:18])[C:15]([CH3:21])([CH3:20])[O:14]1.CC([O-])=O.[K+], predict the reaction product. (6) Given the reactants [CH2:1]([C:4]1[C:28]([N:29]([CH2:36][CH3:37])[CH:30]2[CH2:35][CH2:34][O:33][CH2:32][CH2:31]2)=[CH:27][CH:26]=[CH:25][C:5]=1[C:6]([NH:8][CH2:9][C:10]1[C:11]([O:23][CH3:24])=[N:12][C:13]([CH3:22])=[CH:14][C:15]=1[CH2:16][N:17]([CH2:19][CH:20]=C)[CH3:18])=[O:7])[CH:2]=C, predict the reaction product. The product is: [CH2:36]([N:29]([CH:30]1[CH2:35][CH2:34][O:33][CH2:32][CH2:31]1)[C:28]1[C:4]2[CH2:1][CH:2]=[CH:20][CH2:19][N:17]([CH3:18])[CH2:16][C:15]3[CH:14]=[C:13]([CH3:22])[N:12]=[C:11]([O:23][CH3:24])[C:10]=3[CH2:9][NH:8][C:6](=[O:7])[C:5]=2[CH:25]=[CH:26][CH:27]=1)[CH3:37]. (7) Given the reactants [CH:1]1([N:4]2[C:8]3[C:9]([O:29][C@@H:30]([C@H:32]4[CH2:36][NH:35][C:34](=[O:37])[CH2:33]4)[CH3:31])=[N:10][C:11]([C:13]4[CH:18]=[CH:17][C:16]([N:19]5[CH2:24][CH2:23][N:22]([S:25]([CH3:28])(=[O:27])=[O:26])[CH2:21][CH2:20]5)=[CH:15][CH:14]=4)=[CH:12][C:7]=3[N:6]=[CH:5]2)[CH2:3][CH2:2]1.C1(N2C3[C:46]([O:62][C@@H:63]([C@H]4CNC(=O)C4)C)=NC(C4C=CC(N5CCNCC5)=CC=4)=CC=3N=C2)CC1.O1CC(S(Cl)(=O)=O)C1, predict the reaction product. The product is: [CH:1]1([N:4]2[C:8]3[C:9]([O:29][C@@H:30]([C@H:32]4[CH2:36][NH:35][C:34](=[O:37])[CH2:33]4)[CH3:31])=[N:10][C:11]([C:13]4[CH:18]=[CH:17][C:16]([N:19]5[CH2:24][CH2:23][N:22]([S:25]([CH:28]6[CH2:63][O:62][CH2:46]6)(=[O:26])=[O:27])[CH2:21][CH2:20]5)=[CH:15][CH:14]=4)=[CH:12][C:7]=3[N:6]=[CH:5]2)[CH2:3][CH2:2]1. (8) Given the reactants [C:1]1([CH3:32])[CH:6]=[CH:5][C:4]([S:7]([N:10]2[C:14]3=[N:15][CH:16]=[C:17]([C:19]([F:22])([F:21])[F:20])[CH:18]=[C:13]3[C:12](B3OC(C)(C)C(C)(C)O3)=[CH:11]2)(=[O:9])=[O:8])=[CH:3][CH:2]=1.[C:33]([N:37]([CH2:47][C:48]([O:50][CH2:51][CH3:52])=[O:49])[NH:38][C:39]1[C:44]([F:45])=[CH:43][N:42]=[C:41](Cl)[N:40]=1)([CH3:36])([CH3:35])[CH3:34].[O-]P([O-])([O-])=O.[K+].[K+].[K+].CC(C1C=C(C(C)C)C(C2C=CC=CC=2P(C2CCCCC2)C2CCCCC2)=C(C(C)C)C=1)C, predict the reaction product. The product is: [C:33]([N:37]([CH2:47][C:48]([O:50][CH2:51][CH3:52])=[O:49])[NH:38][C:39]1[C:44]([F:45])=[CH:43][N:42]=[C:41]([C:12]2[C:13]3[C:14](=[N:15][CH:16]=[C:17]([C:19]([F:20])([F:22])[F:21])[CH:18]=3)[N:10]([S:7]([C:4]3[CH:3]=[CH:2][C:1]([CH3:32])=[CH:6][CH:5]=3)(=[O:8])=[O:9])[CH:11]=2)[N:40]=1)([CH3:36])([CH3:35])[CH3:34]. (9) Given the reactants [I:1][C:2]1[CH:3]=[CH:4][C:5]2[N:6]([CH:8]=[C:9]([NH2:11])[N:10]=2)[CH:7]=1.CCN(CC)CC.[CH3:19][C:20](OC(C)=O)=[O:21], predict the reaction product. The product is: [I:1][C:2]1[CH:3]=[CH:4][C:5]2[N:6]([CH:8]=[C:9]([NH:11][C:20](=[O:21])[CH3:19])[N:10]=2)[CH:7]=1. (10) Given the reactants [CH2:1]([O:8][CH2:9][CH2:10][CH:11]1[N:16]2[C:17]3[CH:18]=[CH:19][CH:20]=[C:21]([F:24])[C:22]=3[CH2:23][CH:15]2[C:14]2[N:25]=[C:26]([Cl:29])[CH:27]=[CH:28][C:13]=2[O:12]1)[C:2]1[CH:7]=[CH:6][CH:5]=[CH:4][CH:3]=1.C(C1C(=O)C(Cl)=C(Cl)C(=O)C=1C#N)#N, predict the reaction product. The product is: [CH2:1]([O:8][CH2:9][CH2:10][CH:11]1[N:16]2[C:17]3[CH:18]=[CH:19][CH:20]=[C:21]([F:24])[C:22]=3[CH:23]=[C:15]2[C:14]2[N:25]=[C:26]([Cl:29])[CH:27]=[CH:28][C:13]=2[O:12]1)[C:2]1[CH:3]=[CH:4][CH:5]=[CH:6][CH:7]=1.